The task is: Predict the reaction yield, written as a fraction of the theoretical maximum amount of product (1.0 means a 100% yield; for example, 0.34 means a 34% yield).. This data is from Reaction yield outcomes from USPTO patents with 853,638 reactions. The reactants are Br[CH2:2][CH2:3][CH2:4][CH2:5][CH:6]=[CH2:7].BrC=CCCCC.C([O:18][B:19](OC(C)C)[O:20]C(C)C)(C)C.OS(O)(=O)=O.[C:33]12([OH:44])[CH2:41][CH:37]([C:38]1([CH3:40])[CH3:39])[CH2:36][CH2:35][C:34]2([OH:43])[CH3:42]. The catalyst is CCOCC. The product is [CH2:2]([B:19]([OH:20])[OH:18])[CH2:3][CH2:4][CH2:5][CH:6]=[CH2:7].[C:33]12([OH:44])[CH2:41][CH:37]([C:38]1([CH3:40])[CH3:39])[CH2:36][CH2:35][C:34]2([OH:43])[CH3:42]. The yield is 0.180.